Dataset: Forward reaction prediction with 1.9M reactions from USPTO patents (1976-2016). Task: Predict the product of the given reaction. (1) Given the reactants [F:1][C:2]1[CH:10]=[CH:9][C:5]([C:6]([OH:8])=[O:7])=[C:4]([OH:11])[CH:3]=1.S(Cl)(Cl)=O.[CH2:16](O)[CH3:17], predict the reaction product. The product is: [CH2:16]([O:7][C:6](=[O:8])[C:5]1[CH:9]=[CH:10][C:2]([F:1])=[CH:3][C:4]=1[OH:11])[CH3:17]. (2) Given the reactants Cl[CH2:2][CH2:3][CH2:4][O:5][C:6]1[CH:18]=[CH:17][C:9]2[C:10]([C:13]([F:16])([F:15])[F:14])=[N:11][O:12][C:8]=2[C:7]=1[CH2:19][CH2:20][CH3:21].BrC(Cl)CC.[C:27]1([CH:33]2[CH2:38][NH:37][C:36](=[O:39])[NH:35][C:34]2=[O:40])[CH:32]=[CH:31][CH:30]=[CH:29][CH:28]=1.C([O-])([O-])=O.[Cs+].[Cs+], predict the reaction product. The product is: [C:27]1([CH:33]2[CH2:38][NH:37][C:36](=[O:39])[N:35]([CH2:2][CH2:3][CH2:4][O:5][C:6]3[CH:18]=[CH:17][C:9]4[C:10]([C:13]([F:16])([F:15])[F:14])=[N:11][O:12][C:8]=4[C:7]=3[CH2:19][CH2:20][CH3:21])[C:34]2=[O:40])[CH:28]=[CH:29][CH:30]=[CH:31][CH:32]=1.